This data is from Reaction yield outcomes from USPTO patents with 853,638 reactions. The task is: Predict the reaction yield, written as a fraction of the theoretical maximum amount of product (1.0 means a 100% yield; for example, 0.34 means a 34% yield). (1) The yield is 0.220. The product is [C:1]([NH:4][C:5]1[CH:13]=[CH:12][C:8]([C:9]([NH:24][C:23]2[CH:25]=[CH:26][C:27]([O:28][CH2:29][C:30]([NH2:32])([CH3:35])[CH3:31])=[C:21]([C:16]3[N:17]([CH3:20])[N:18]=[CH:19][C:15]=3[Br:14])[CH:22]=2)=[O:10])=[CH:7][CH:6]=1)(=[O:3])[CH3:2]. The catalyst is ClCCl. The reactants are [C:1]([NH:4][C:5]1[CH:13]=[CH:12][C:8]([C:9](Cl)=[O:10])=[CH:7][CH:6]=1)(=[O:3])[CH3:2].[Br:14][C:15]1[CH:19]=[N:18][N:17]([CH3:20])[C:16]=1[C:21]1[CH:22]=[C:23]([CH:25]=[CH:26][C:27]=1[O:28][CH2:29][C:30]([CH3:35])([N+:32]([O-])=O)[CH3:31])[NH2:24].C(N(CC)C(C)C)(C)C. (2) The reactants are S(=O)(=O)(O)O.[CH:6]([O:9][C:10]1[CH:11]=[C:12](N)[CH:13]=[N:14][CH:15]=1)([CH3:8])[CH3:7].N([O-])=[O:18].[Na+].[OH-].[Na+].[Na+].[Cl-]. The catalyst is O. The product is [CH:6]([O:9][C:10]1[CH:11]=[C:12]([OH:18])[CH:13]=[N:14][CH:15]=1)([CH3:8])[CH3:7]. The yield is 0.894.